This data is from Full USPTO retrosynthesis dataset with 1.9M reactions from patents (1976-2016). The task is: Predict the reactants needed to synthesize the given product. (1) Given the product [F:1][C:2]1[CH:17]=[CH:16][C:5]([O:6][CH2:7][C:8]2[CH:9]=[CH:10][C:11]([CH2:14][CH2:21][N+:18]([O-:20])=[O:19])=[CH:12][N:13]=2)=[CH:4][CH:3]=1, predict the reactants needed to synthesize it. The reactants are: [F:1][C:2]1[CH:17]=[CH:16][C:5]([O:6][CH2:7][C:8]2[N:13]=[CH:12][C:11]([CH:14]=O)=[CH:10][CH:9]=2)=[CH:4][CH:3]=1.[N+:18]([CH3:21])([O-:20])=[O:19].C([O-])(=O)C.[NH4+].[BH4-].[Na+]. (2) Given the product [ClH:39].[ClH:39].[F:1][C:2]1[CH:3]=[CH:4][C:5]2[N:9]=[C:8]([C:10]([N:12]([C@H:13]3[CH2:18][C@@H:17]([CH2:19][OH:20])[CH2:16][NH:15][CH2:14]3)[CH2:28][CH:29]([CH3:31])[CH3:30])=[O:11])[N:7]([CH2:32][CH2:33][CH2:34][CH2:35][O:36][CH3:37])[C:6]=2[CH:38]=1, predict the reactants needed to synthesize it. The reactants are: [F:1][C:2]1[CH:3]=[CH:4][C:5]2[N:9]=[C:8]([C:10]([N:12]([CH2:28][CH:29]([CH3:31])[CH3:30])[C@H:13]3[CH2:18][C@@H:17]([CH2:19][OH:20])[CH2:16][N:15](C(OC(C)(C)C)=O)[CH2:14]3)=[O:11])[N:7]([CH2:32][CH2:33][CH2:34][CH2:35][O:36][CH3:37])[C:6]=2[CH:38]=1.[ClH:39].CO. (3) The reactants are: [N+:1]([C:4]1[CH:5]=[CH:6][C:7]([C:10]([C:12]2[CH:17]=[CH:16][C:15]([CH2:18][CH2:19][C:20]([O:22][CH2:23][CH3:24])=[O:21])=[CH:14][CH:13]=2)=[O:11])=[N:8][CH:9]=1)([O-:3])=[O:2].[BH4-].[Na+]. Given the product [OH:11][CH:10]([C:7]1[CH:6]=[CH:5][C:4]([N+:1]([O-:3])=[O:2])=[CH:9][N:8]=1)[C:12]1[CH:17]=[CH:16][C:15]([CH2:18][CH2:19][C:20]([O:22][CH2:23][CH3:24])=[O:21])=[CH:14][CH:13]=1, predict the reactants needed to synthesize it. (4) Given the product [C:47]([C:44]1[CH:45]=[CH:46][C:41]([C:27]2[N:28]=[C:29]([C:31]3[CH:36]=[CH:35][C:34]([C:37]([CH3:40])([CH3:39])[CH3:38])=[CH:33][CH:32]=3)[N:30]=[C:25]([C:22]3[CH:23]=[CH:24][C:19]([C:16]4[CH:17]=[CH:18][C:13]([C:52]5[CH:53]=[N:54][CH:55]=[CH:56][CH:57]=5)=[CH:14][CH:15]=4)=[CH:20][CH:21]=3)[N:26]=2)=[CH:42][CH:43]=1)([CH3:50])([CH3:49])[CH3:48], predict the reactants needed to synthesize it. The reactants are: CCCCCC.C([Li])CCC.Br[C:13]1[CH:18]=[CH:17][C:16]([C:19]2[CH:24]=[CH:23][C:22]([C:25]3[N:30]=[C:29]([C:31]4[CH:36]=[CH:35][C:34]([C:37]([CH3:40])([CH3:39])[CH3:38])=[CH:33][CH:32]=4)[N:28]=[C:27]([C:41]4[CH:46]=[CH:45][C:44]([C:47]([CH3:50])([CH3:49])[CH3:48])=[CH:43][CH:42]=4)[N:26]=3)=[CH:21][CH:20]=2)=[CH:15][CH:14]=1.Br[C:52]1[CH:53]=[N:54][CH:55]=[CH:56][CH:57]=1. (5) The reactants are: Cl.[F:2][C:3]1[CH:25]=[CH:24][CH:23]=[CH:22][C:4]=1[CH2:5][C:6]1([CH2:19][O:20][CH3:21])[CH2:11][CH2:10][CH2:9][N:8](C(OC(C)(C)C)=O)[CH2:7]1. Given the product [F:2][C:3]1[CH:25]=[CH:24][CH:23]=[CH:22][C:4]=1[CH2:5][C:6]1([CH2:19][O:20][CH3:21])[CH2:11][CH2:10][CH2:9][NH:8][CH2:7]1, predict the reactants needed to synthesize it. (6) Given the product [CH3:46][C:32]([NH:31][CH2:4][CH:5]([C:7]1[CH:8]=[C:9]([NH:13][S:14]([C:17]2[CH:18]=[CH:19][CH:20]=[CH:21][CH:22]=2)(=[O:15])=[O:16])[CH:10]=[CH:11][CH:12]=1)[OH:6])([CH3:45])[CH2:33][CH2:34][N:35]1[C:39]2[CH:40]=[CH:41][CH:42]=[CH:43][C:38]=2[NH:37][C:36]1=[O:44], predict the reactants needed to synthesize it. The reactants are: C(O[CH:4](O)[C:5]([C:7]1[CH:8]=[C:9]([NH:13][S:14]([C:17]2[CH:22]=[CH:21][CH:20]=[CH:19][CH:18]=2)(=[O:16])=[O:15])[CH:10]=[CH:11][CH:12]=1)=[O:6])C.FC(F)(F)C(O)=O.[NH2:31][C:32]([CH3:46])([CH3:45])[CH2:33][CH2:34][N:35]1[C:39]2[CH:40]=[CH:41][CH:42]=[CH:43][C:38]=2[NH:37][C:36]1=[O:44].C(N(CC)CC)C.[BH4-].[Na+]. (7) Given the product [Cl:1][C:2]1[CH:3]=[C:4]([CH:7]=[C:8]([O:10][C:11]2[C:16](=[O:17])[N:15]([CH2:18][C:19]3[CH:24]=[C:23]([CH:25]([F:27])[F:26])[C:22](=[O:28])[NH:21][N:20]=3)[CH:14]=[N:13][C:12]=2[C:38]([F:41])([F:40])[F:39])[CH:9]=1)[C:5]#[N:6], predict the reactants needed to synthesize it. The reactants are: [Cl:1][C:2]1[CH:3]=[C:4]([CH:7]=[C:8]([O:10][C:11]2[C:16](=[O:17])[N:15]([CH2:18][C:19]3[CH:24]=[C:23]([CH:25]([F:27])[F:26])[C:22](=[O:28])[N:21](CC4C=CC(OC)=CC=4)[N:20]=3)[CH:14]=[N:13][C:12]=2[C:38]([F:41])([F:40])[F:39])[CH:9]=1)[C:5]#[N:6].